Predict the reactants needed to synthesize the given product. From a dataset of Full USPTO retrosynthesis dataset with 1.9M reactions from patents (1976-2016). (1) The reactants are: [F:1][C:2]([F:20])([F:19])[C:3]1[CH:8]=[CH:7][C:6]([C:9]2[CH:10]=[C:11]([CH:16]=[CH:17][N:18]=2)[C:12]([O:14][CH3:15])=[O:13])=[CH:5][CH:4]=1.[ClH:21]. Given the product [ClH:21].[F:19][C:2]([F:1])([F:20])[C:3]1[CH:4]=[CH:5][C:6]([C@H:9]2[CH2:10][C@@H:11]([C:12]([O:14][CH3:15])=[O:13])[CH2:16][CH2:17][NH:18]2)=[CH:7][CH:8]=1, predict the reactants needed to synthesize it. (2) Given the product [C:19]([C:18]1[C:14]([C:4]2[CH:3]=[C:2]([C:34]([F:37])([F:36])[F:35])[CH:7]=[C:6]([S:8](=[O:13])(=[O:12])[N:9]([CH3:11])[CH3:10])[CH:5]=2)=[CH:15][N:16]([CH2:21][C:22]([OH:24])=[O:23])[CH:17]=1)#[N:20], predict the reactants needed to synthesize it. The reactants are: Cl[C:2]1[CH:3]=[C:4]([C:14]2[C:18]([C:19]#[N:20])=[CH:17][N:16]([CH2:21][C:22]([OH:24])=[O:23])[CH:15]=2)[CH:5]=[C:6]([S:8](=[O:13])(=[O:12])[N:9]([CH3:11])[CH3:10])[CH:7]=1.COC(=O)C1C=C([C:34]([F:37])([F:36])[F:35])C=C(N)C=1. (3) Given the product [OH:40][CH2:39][CH2:38][CH2:37][NH:36][C:32]1[N:31]=[C:30]([O:29][C:28]2[CH:41]=[CH:11][C:12]([NH:8][C:1]([NH:3][C:7]3[CH:6]=[CH:17][CH:18]=[CH:19][CH:20]=3)=[O:2])=[CH:26][CH:27]=2)[CH:35]=[CH:34][N:33]=1, predict the reactants needed to synthesize it. The reactants are: [C:1]([N:8]1[CH:12]=[CH:11]N=C1)([N:3]1[CH:7]=[CH:6]N=C1)=[O:2].C[Si](C)(C)C1C=[C:17](N)[CH:18]=[CH:19][CH:20]=1.NC1C=[CH:41][C:28]([O:29][C:30]2[CH:35]=[CH:34][N:33]=[C:32]([NH:36][CH2:37][CH2:38][CH2:39][OH:40])[N:31]=2)=[CH:27][CH:26]=1. (4) Given the product [I:1][C:2]1[CH:3]=[C:4]([C:5]2[O:6][C:13]([CH3:14])=[N:8][N:7]=2)[CH:9]=[CH:10][C:11]=1[CH3:12], predict the reactants needed to synthesize it. The reactants are: [I:1][C:2]1[CH:3]=[C:4]([CH:9]=[CH:10][C:11]=1[CH3:12])[C:5]([NH:7][NH2:8])=[O:6].[C:13](OCC)(OCC)(OCC)[CH3:14]. (5) Given the product [Cl:1][C:2]1[CH:7]=[C:6]([Cl:8])[CH:5]=[CH:4][C:3]=1[C:9]1[C:10](=[O:36])[O:11][C:12]2[C:17]([C:18]=1[CH2:19][C:20]1[CH:25]=[CH:24][C:23]([O:26][CH2:27][CH2:28][N:29]3[CH2:33][CH2:32][CH2:31][CH2:30]3)=[CH:22][CH:21]=1)=[CH:16][CH:15]=[C:14]([OH:34])[C:13]=2[CH3:37], predict the reactants needed to synthesize it. The reactants are: [Cl:1][C:2]1[CH:7]=[C:6]([Cl:8])[CH:5]=[CH:4][C:3]=1[C:9]1[C:10](=[O:36])[O:11][C:12]2[C:17]([C:18]=1[CH2:19][C:20]1[CH:25]=[CH:24][C:23]([O:26][CH2:27][CH2:28][N:29]3[CH2:33][CH2:32][CH2:31][CH2:30]3)=[CH:22][CH:21]=1)=[CH:16][CH:15]=[C:14]([OH:34])[C:13]=2I.[C:37]([O-])([O-])=O.[K+].[K+].CB1OB(C)OB(C)O1.